From a dataset of Full USPTO retrosynthesis dataset with 1.9M reactions from patents (1976-2016). Predict the reactants needed to synthesize the given product. (1) Given the product [C:3]([C:5]1[CH:10]=[CH:9][C:8]([CH3:11])=[C:7]([O:12][CH2:13][CH3:14])[CH:6]=1)#[N:4], predict the reactants needed to synthesize it. The reactants are: [H-].[Na+].[C:3]([C:5]1[CH:10]=[CH:9][C:8]([CH3:11])=[C:7]([OH:12])[CH:6]=1)#[N:4].[CH2:13](I)[CH3:14].O. (2) Given the product [OH:56][C:25]([C:20]1[CH:21]=[C:22]2[C:17](=[CH:18][CH:19]=1)[CH:16]=[C:15]([C:13]([N:12]([CH:57]([CH3:59])[CH3:58])[CH:9]([CH3:10])[CH3:11])=[O:14])[CH:24]=[CH:23]2)([C:32]1[N:33]=[CH:34][N:35]([C:37]([C:44]2[CH:49]=[CH:48][CH:47]=[CH:46][CH:45]=2)([C:50]2[CH:51]=[CH:52][CH:53]=[CH:54][CH:55]=2)[C:38]2[CH:43]=[CH:42][CH:41]=[CH:40][CH:39]=2)[CH:36]=1)[CH2:26][CH2:27][OH:28], predict the reactants needed to synthesize it. The reactants are: C(O)C.[BH4-].[Na+].[Cl-].[Ca+2].[Cl-].[CH:9]([N:12]([CH:57]([CH3:59])[CH3:58])[C:13]([C:15]1[CH:16]=[C:17]2[C:22](=[CH:23][CH:24]=1)[CH:21]=[C:20]([C:25]([OH:56])([C:32]1[N:33]=[CH:34][N:35]([C:37]([C:50]3[CH:55]=[CH:54][CH:53]=[CH:52][CH:51]=3)([C:44]3[CH:49]=[CH:48][CH:47]=[CH:46][CH:45]=3)[C:38]3[CH:43]=[CH:42][CH:41]=[CH:40][CH:39]=3)[CH:36]=1)[CH2:26][C:27](OCC)=[O:28])[CH:19]=[CH:18]2)=[O:14])([CH3:11])[CH3:10]. (3) Given the product [Cl:1][C:2]1[CH:3]=[C:4]([C:8]2[N:9]([CH2:25][C:26](=[O:27])[NH:28][CH:29]([CH3:31])[CH3:30])[C:10](=[O:24])[C:11]3[C:16]([CH:17]=2)=[CH:15][CH:14]=[C:13]([O:18][CH2:19][C@@H:20]([CH3:23])[CH2:21][O:22][S:40]([CH3:39])(=[O:42])=[O:41])[CH:12]=3)[CH:5]=[CH:6][CH:7]=1, predict the reactants needed to synthesize it. The reactants are: [Cl:1][C:2]1[CH:3]=[C:4]([C:8]2[N:9]([CH2:25][C:26]([NH:28][CH:29]([CH3:31])[CH3:30])=[O:27])[C:10](=[O:24])[C:11]3[C:16]([CH:17]=2)=[CH:15][CH:14]=[C:13]([O:18][CH2:19][C@@H:20]([CH3:23])[CH2:21][OH:22])[CH:12]=3)[CH:5]=[CH:6][CH:7]=1.C(N(CC)CC)C.[CH3:39][S:40](Cl)(=[O:42])=[O:41]. (4) Given the product [N+:1]1([O-:22])[C:2]([C:7]([O:9][C:10]([CH3:13])([CH3:12])[CH3:11])=[O:8])=[CH:3][CH:4]=[CH:5][CH:6]=1, predict the reactants needed to synthesize it. The reactants are: [N:1]1[CH:6]=[CH:5][CH:4]=[CH:3][C:2]=1[C:7]([O:9][C:10]([CH3:13])([CH3:12])[CH3:11])=[O:8].ClC1C=CC=C(C(OO)=[O:22])C=1. (5) Given the product [CH2:1]([O:8][CH:9]1[CH2:14][CH2:13][CH2:12][CH:11]([O:15][C:16]2[C:21]([F:22])=[CH:20][C:19]([C:32]3[CH:33]=[CH:34][C:29]([S:26]([CH3:25])(=[O:28])=[O:27])=[CH:30][CH:31]=3)=[CH:18][C:17]=2[F:24])[CH2:10]1)[C:2]1[CH:7]=[CH:6][CH:5]=[CH:4][CH:3]=1, predict the reactants needed to synthesize it. The reactants are: [CH2:1]([O:8][CH:9]1[CH2:14][CH2:13][CH2:12][CH:11]([O:15][C:16]2[C:21]([F:22])=[CH:20][C:19](Br)=[CH:18][C:17]=2[F:24])[CH2:10]1)[C:2]1[CH:7]=[CH:6][CH:5]=[CH:4][CH:3]=1.[CH3:25][S:26]([C:29]1[CH:34]=[CH:33][C:32](B(O)O)=[CH:31][CH:30]=1)(=[O:28])=[O:27].C(=O)([O-])[O-].[Cs+].[Cs+].C(COC)OC. (6) Given the product [Br:24][CH2:20][C:53]1[O:52][N:51]=[C:50]([C:47]2[CH:48]=[CH:49][C:44]([C:26]([C:30]3[CH:31]=[CH:32][C:33]([O:36][CH2:37][C:38]4[CH:43]=[CH:42][CH:41]=[CH:40][N:39]=4)=[CH:34][CH:35]=3)([CH3:25])[CH:27]([CH3:28])[CH3:29])=[CH:45][CH:46]=2)[N:54]=1, predict the reactants needed to synthesize it. The reactants are: C1(P(C2C=CC=CC=2)C2C=CC=CC=2)C=CC=CC=1.[C:20]([Br:24])(Br)(Br)Br.[CH3:25][C:26]([C:44]1[CH:49]=[CH:48][C:47]([C:50]2[N:54]=[C:53](CO)[O:52][N:51]=2)=[CH:46][CH:45]=1)([C:30]1[CH:35]=[CH:34][C:33]([O:36][CH2:37][C:38]2[CH:43]=[CH:42][CH:41]=[CH:40][N:39]=2)=[CH:32][CH:31]=1)[CH:27]([CH3:29])[CH3:28]. (7) Given the product [Cl:22][C:23]1[CH:24]=[C:25]([NH:2][C:1]2[C:3]3[C:11]4[CH2:10][CH2:9][N:8]([C:12]([O:14][CH2:15][CH3:16])=[O:13])[CH2:7][C:6]=4[O:5][C:4]=3[N:17]=[CH:18][N:19]=2)[CH:27]=[CH:28][C:29]=1[F:30], predict the reactants needed to synthesize it. The reactants are: [C:1]([C:3]1[C:11]2[CH2:10][CH2:9][N:8]([C:12]([O:14][CH2:15][CH3:16])=[O:13])[CH2:7][C:6]=2[O:5][C:4]=1/[N:17]=[CH:18]/[N:19](C)C)#[N:2].[Cl:22][C:23]1[CH:24]=[C:25]([CH:27]=[CH:28][C:29]=1[F:30])N. (8) Given the product [Cl:1][C:2]1[C:3]([N:27]([CH:29]([CH3:30])[CH3:31])[CH3:28])=[CH:4][C:5]2[N:11]=[C:10]([C:12]3[CH:17]=[CH:16][CH:15]=[C:14]([N:18]4[C:22]([CH2:23][N:41]([CH2:37][CH:38]([CH3:40])[CH3:39])[CH3:42])=[CH:21][N:20]=[N:19]4)[CH:13]=3)[CH2:9][C:8](=[O:25])[NH:7][C:6]=2[CH:26]=1, predict the reactants needed to synthesize it. The reactants are: [Cl:1][C:2]1[C:3]([N:27]([CH:29]([CH3:31])[CH3:30])[CH3:28])=[CH:4][C:5]2[N:11]=[C:10]([C:12]3[CH:17]=[CH:16][CH:15]=[C:14]([N:18]4[C:22]([CH2:23]O)=[CH:21][N:20]=[N:19]4)[CH:13]=3)[CH2:9][C:8](=[O:25])[NH:7][C:6]=2[CH:26]=1.S(Cl)(Cl)=O.[Cl-].[CH2:37]([NH:41][CH3:42])[CH:38]([CH3:40])[CH3:39]. (9) Given the product [CH3:34][N:30]([C@H:28]([CH3:29])[CH2:27][O:26][C:24]1[CH:23]=[CH:22][CH:21]=[C:20]2[C:25]=1[C:16]([NH:15][C:12]1[CH:13]=[CH:14][C:9]([O:8][CH2:2][C:3]3[N:4]=[CH:5][S:6][CH:7]=3)=[C:10]([CH3:35])[CH:11]=1)=[N:17][CH:18]=[N:19]2)[C:31](=[O:33])[CH3:32], predict the reactants needed to synthesize it. The reactants are: Cl[CH2:2][C:3]1[N:4]=[CH:5][S:6][CH:7]=1.[OH:8][C:9]1[CH:14]=[CH:13][C:12]([NH:15][C:16]2[C:25]3[C:20](=[CH:21][CH:22]=[CH:23][C:24]=3[O:26][CH2:27][C@H:28]([N:30]([CH3:34])[C:31](=[O:33])[CH3:32])[CH3:29])[N:19]=[CH:18][N:17]=2)=[CH:11][C:10]=1[CH3:35]. (10) The reactants are: O.[N:2]1(O)C2C=CC=CC=2N=[N:3]1.Cl.C(N=C=NCCCN(C)C)C.[I:24][C:25]1[C:33]2[C:28](=[CH:29][CH:30]=[C:31]([C:34](O)=[O:35])[CH:32]=2)[N:27]([S:37]([C:40]2[CH:46]=[CH:45][C:43]([CH3:44])=[CH:42][CH:41]=2)(=[O:39])=[O:38])[CH:26]=1.NN. Given the product [I:24][C:25]1[C:33]2[C:28](=[CH:29][CH:30]=[C:31]([C:34]([NH:2][NH2:3])=[O:35])[CH:32]=2)[N:27]([S:37]([C:40]2[CH:46]=[CH:45][C:43]([CH3:44])=[CH:42][CH:41]=2)(=[O:39])=[O:38])[CH:26]=1, predict the reactants needed to synthesize it.